Predict the reactants needed to synthesize the given product. From a dataset of Full USPTO retrosynthesis dataset with 1.9M reactions from patents (1976-2016). (1) Given the product [OH:6][C@@H:5]([CH2:4][OH:3])[CH2:7][N:8]1[CH:12]=[CH:11][C:10]([NH:13][C:14](=[O:38])[C@@H:15]([N:20]2[CH2:24][C:23]([O:25][C:26]3[CH:31]=[CH:30][CH:29]=[C:28]([CH2:32][C:33]([OH:36])([CH3:34])[CH3:35])[CH:27]=3)=[CH:22][C:21]2=[O:37])[CH2:16][CH:17]([CH3:18])[CH3:19])=[N:9]1, predict the reactants needed to synthesize it. The reactants are: CC1(C)[O:6][C@H:5]([CH2:7][N:8]2[CH:12]=[CH:11][C:10]([NH:13][C:14](=[O:38])[C@@H:15]([N:20]3[CH2:24][C:23]([O:25][C:26]4[CH:31]=[CH:30][CH:29]=[C:28]([CH2:32][C:33]([OH:36])([CH3:35])[CH3:34])[CH:27]=4)=[CH:22][C:21]3=[O:37])[CH2:16][CH:17]([CH3:19])[CH3:18])=[N:9]2)[CH2:4][O:3]1.Cl.C(=O)(O)[O-].[Na+]. (2) The reactants are: [Br:1][C:2]1[CH:3]=[C:4]([C@@:9]([NH:22][S@@:23]([C:25]([CH3:28])([CH3:27])[CH3:26])=[O:24])([CH2:12]/[C:13](=N/N(C)C)/[C:14]([F:17])([F:16])[F:15])[CH2:10][F:11])[C:5]([F:8])=[N:6][CH:7]=1.Cl.C([O-])(O)=[O:31].[Na+]. Given the product [Br:1][C:2]1[CH:3]=[C:4]([C@@:9]([NH:22][S@@:23]([C:25]([CH3:28])([CH3:27])[CH3:26])=[O:24])([CH2:12][C:13](=[O:31])[C:14]([F:17])([F:16])[F:15])[CH2:10][F:11])[C:5]([F:8])=[N:6][CH:7]=1, predict the reactants needed to synthesize it. (3) Given the product [CH3:1][O:2][C:3](=[O:16])[C:4]1[CH:9]=[C:8]([C:22]2[N:18]([CH3:17])[N:19]=[N:20][CH:21]=2)[C:7]([C:11]([F:14])([F:13])[F:12])=[CH:6][C:5]=1[NH2:15], predict the reactants needed to synthesize it. The reactants are: [CH3:1][O:2][C:3](=[O:16])[C:4]1[CH:9]=[C:8](I)[C:7]([C:11]([F:14])([F:13])[F:12])=[CH:6][C:5]=1[NH2:15].[CH3:17][N:18]1[C:22]([Sn](CCCC)(CCCC)CCCC)=[CH:21][N:20]=[N:19]1. (4) The reactants are: FC(F)(F)C(O)=O.[Cl:8][C:9]1[CH:14]=[C:13]2[NH:15][C:16](=[O:38])[C@:17]3([C@@H:21]([C:22]4[CH:27]=[CH:26][CH:25]=[C:24]([Cl:28])[C:23]=4[F:29])[C@H:20]([C:30](O)=[O:31])[NH:19][C@H:18]3[CH2:33][C:34]([CH3:37])([CH3:36])[CH3:35])[C:12]2=[CH:11][CH:10]=1.C(N(C(C)C)CC)(C)C.C1(P(Cl)(C2C=CC=CC=2)=O)C=CC=CC=1.[CH3:63][S:64]([CH2:67][CH2:68][CH2:69][O:70][C:71]1[CH:76]=[CH:75][C:74]([NH2:77])=[C:73]([O:78][CH3:79])[CH:72]=1)(=[O:66])=[O:65]. Given the product [CH3:63][S:64]([CH2:67][CH2:68][CH2:69][O:70][C:71]1[CH:76]=[CH:75][C:74]([NH:77][C:30]([C@@H:20]2[NH:19][C@@H:18]([CH2:33][C:34]([CH3:37])([CH3:35])[CH3:36])[C@:17]3([C:12]4[C:11](=[CH:10][C:9]([Cl:8])=[CH:14][CH:13]=4)[NH:15][C:16]3=[O:38])[C@H:21]2[C:22]2[CH:27]=[CH:26][CH:25]=[C:24]([Cl:28])[C:23]=2[F:29])=[O:31])=[C:73]([O:78][CH3:79])[CH:72]=1)(=[O:65])=[O:66], predict the reactants needed to synthesize it. (5) Given the product [CH2:23]([N:11]1[CH:12]=[C:13]([C:15]2[CH:20]=[CH:19][C:18]([F:21])=[C:17]([CH3:22])[CH:16]=2)[N:14]=[C:10]1[CH2:9][OH:8])[CH3:24], predict the reactants needed to synthesize it. The reactants are: C([O:8][CH2:9][C:10]1[N:11]([CH2:23][CH3:24])[CH:12]=[C:13]([C:15]2[CH:20]=[CH:19][C:18]([F:21])=[C:17]([CH3:22])[CH:16]=2)[N:14]=1)C1C=CC=CC=1.[OH-].[Na+]. (6) Given the product [Br:17][C:18]1[N:23]=[C:22]([C@@H:24]([NH:2][C:1](=[O:8])[O:3][C:4]([CH3:7])([CH3:6])[CH3:5])[C@H:25]([OH:12])[C:26]2[CH:27]=[CH:28][CH:29]=[CH:30][CH:31]=2)[C:21]([F:32])=[CH:20][CH:19]=1, predict the reactants needed to synthesize it. The reactants are: [C:1](=[O:8])([O:3][C:4]([CH3:7])([CH3:6])[CH3:5])[NH2:2].[OH-].[Na+].Cl[O:12]C(C)(C)C.[Br:17][C:18]1[N:23]=[C:22](/[CH:24]=[CH:25]/[C:26]2[CH:31]=[CH:30][CH:29]=[CH:28][CH:27]=2)[C:21]([F:32])=[CH:20][CH:19]=1.